Predict the reaction yield, written as a fraction of the theoretical maximum amount of product (1.0 means a 100% yield; for example, 0.34 means a 34% yield). From a dataset of Reaction yield outcomes from USPTO patents with 853,638 reactions. (1) The reactants are C([N:8]1[CH2:13][CH2:12][CH:11]([CH3:14])[CH:10]([N:15]([CH3:25])[C:16]2[C:17]3[CH:24]=[CH:23][NH:22][C:18]=3[N:19]=[CH:20][N:21]=2)[CH2:9]1)C1C=CC=CC=1.Cl. The product is [CH3:25][N:15]([CH:10]1[CH:11]([CH3:14])[CH2:12][CH2:13][NH:8][CH2:9]1)[C:16]1[C:17]2[CH:24]=[CH:23][NH:22][C:18]=2[N:19]=[CH:20][N:21]=1. The catalyst is C(O)C. The yield is 0.900. (2) The reactants are [O-]P([O-])([O-])=O.[K+].[K+].[K+].[CH2:9]([NH2:16])[C:10]1[CH:15]=[CH:14][CH:13]=[CH:12][CH:11]=1.I[C:18]1[CH:24]=[CH:23][C:21]([NH2:22])=[CH:20][CH:19]=1.C(O)CO. The catalyst is [Cu]I.CCCCCC.C(OCC)(=O)C.CC(O)C. The product is [CH2:9]([NH:16][C:18]1[CH:24]=[CH:23][C:21]([NH2:22])=[CH:20][CH:19]=1)[C:10]1[CH:15]=[CH:14][CH:13]=[CH:12][CH:11]=1. The yield is 0.510. (3) The reactants are [F:1][C:2]1[CH:7]=[CH:6][C:5]([C:8]2[C:12]3[C:13](=[O:17])[NH:14][CH2:15][CH2:16][C:11]=3[NH:10][C:9]=2[CH:18]=O)=[CH:4][CH:3]=1.[F:20][C:21]1[CH:22]=[C:23]2[C:27](=[CH:28][C:29]=1[NH:30][C:31](=[O:35])[CH2:32][O:33][CH3:34])[NH:26][C:25](=[O:36])[CH2:24]2. No catalyst specified. The product is [F:20][C:21]1[CH:22]=[C:23]2[C:27](=[CH:28][C:29]=1[NH:30][C:31](=[O:35])[CH2:32][O:33][CH3:34])[NH:26][C:25](=[O:36])[C:24]2=[CH:18][C:9]1[NH:10][C:11]2[CH2:16][CH2:15][NH:14][C:13](=[O:17])[C:12]=2[C:8]=1[C:5]1[CH:6]=[CH:7][C:2]([F:1])=[CH:3][CH:4]=1. The yield is 0.544. (4) The reactants are [C:1]([C:3]1[CH:27]=[CH:26][C:6]([O:7][CH2:8][CH2:9][N:10]([CH2:15][CH2:16][N:17]2[CH2:24][CH:23]3[O:25][CH:19]([CH2:20][NH:21][CH2:22]3)[CH2:18]2)[S:11]([CH3:14])(=[O:13])=[O:12])=[CH:5][CH:4]=1)#[N:2].[N:28]1[CH:33]=[CH:32][CH:31]=[C:30]([CH:34]=O)[CH:29]=1.C(O[BH-](OC(=O)C)OC(=O)C)(=O)C.[Na+]. The catalyst is C(Cl)Cl. The product is [C:1]([C:3]1[CH:4]=[CH:5][C:6]([O:7][CH2:8][CH2:9][N:10]([CH2:15][CH2:16][N:17]2[CH2:24][CH:23]3[O:25][CH:19]([CH2:20][N:21]([CH2:34][C:30]4[CH:29]=[N:28][CH:33]=[CH:32][CH:31]=4)[CH2:22]3)[CH2:18]2)[S:11]([CH3:14])(=[O:13])=[O:12])=[CH:26][CH:27]=1)#[N:2]. The yield is 0.680. (5) The reactants are [CH2:1]([O:3][C:4](=[O:23])[C@@H:5]([O:21][CH3:22])[CH2:6][C:7]1[CH:12]=[CH:11][C:10](OS(C(F)(F)F)(=O)=O)=[CH:9][CH:8]=1)[CH3:2].C[Si]([C:28]#[CH:29])(C)C.C1(P(C2C=CC=CC=2)C2C=CC=CC=2)C=CC=CC=1.[I-]. The catalyst is N1CCCCC1.C1C=CC([P]([Pd]([P](C2C=CC=CC=2)(C2C=CC=CC=2)C2C=CC=CC=2)([P](C2C=CC=CC=2)(C2C=CC=CC=2)C2C=CC=CC=2)[P](C2C=CC=CC=2)(C2C=CC=CC=2)C2C=CC=CC=2)(C2C=CC=CC=2)C2C=CC=CC=2)=CC=1. The product is [CH2:1]([O:3][C:4](=[O:23])[C@@H:5]([O:21][CH3:22])[CH2:6][C:7]1[CH:12]=[CH:11][C:10]([C:28]#[CH:29])=[CH:9][CH:8]=1)[CH3:2]. The yield is 0.560. (6) The reactants are C[O:2][C:3]1[CH:18]=[CH:17][C:6]([CH2:7][C:8]2[CH:13]=[CH:12][C:11]([O:14]C)=[CH:10][C:9]=2[CH3:16])=[C:5]([CH3:19])[C:4]=1[CH:20]([CH3:22])[CH3:21].B(Br)(Br)Br. The catalyst is C(Cl)Cl. The product is [OH:2][C:3]1[CH:18]=[CH:17][C:6]([CH2:7][C:8]2[CH:13]=[CH:12][C:11]([OH:14])=[CH:10][C:9]=2[CH3:16])=[C:5]([CH3:19])[C:4]=1[CH:20]([CH3:22])[CH3:21]. The yield is 0.750. (7) The reactants are [C:1]([O:5][C:6](=[O:37])[NH:7][C:8]1[CH:13]=[CH:12][CH:11]=[C:10]([C:14]2[CH:19]=[CH:18][C:17]([S:20]([N:23]3[CH2:27][CH2:26][CH2:25][CH:24]3[C:28](C)(C)[O:29][SiH2]C(C)(C)C)(=[O:22])=[O:21])=[CH:16][CH:15]=2)[N:9]=1)([CH3:4])([CH3:3])[CH3:2].CCCC[N+](CCCC)(CCCC)CCCC.[F-]. The catalyst is C(Cl)Cl. The product is [C:1]([O:5][C:6](=[O:37])[NH:7][C:8]1[CH:13]=[CH:12][CH:11]=[C:10]([C:14]2[CH:19]=[CH:18][C:17]([S:20]([N:23]3[CH2:27][CH2:26][CH2:25][CH:24]3[CH2:28][OH:29])(=[O:22])=[O:21])=[CH:16][CH:15]=2)[N:9]=1)([CH3:4])([CH3:2])[CH3:3]. The yield is 0.860. (8) The reactants are [NH2:1][CH:2]([CH2:6][CH:7]([CH3:9])[CH3:8])[C:3]([OH:5])=[O:4].Cl.[CH3:11]O. No catalyst specified. The product is [NH2:1][CH:2]([CH2:6][CH:7]([CH3:9])[CH3:8])[C:3]([O:5][CH3:11])=[O:4]. The yield is 0.960.